Task: Predict the reaction yield, written as a fraction of the theoretical maximum amount of product (1.0 means a 100% yield; for example, 0.34 means a 34% yield).. Dataset: Reaction yield outcomes from USPTO patents with 853,638 reactions (1) The reactants are Br[C:2]1[CH:3]=[CH:4][C:5]([C:8]2[CH:26]=[CH:25][C:11]([N:12]([C:19]3[CH:24]=[CH:23][CH:22]=[CH:21][CH:20]=3)[C:13]3[CH:18]=[CH:17][CH:16]=[CH:15][CH:14]=3)=[CH:10][CH:9]=2)=[N:6][CH:7]=1.[B:27]1([B:27]2[O:31][C:30]([CH3:33])([CH3:32])[C:29]([CH3:35])([CH3:34])[O:28]2)[O:31][C:30]([CH3:33])([CH3:32])[C:29]([CH3:35])([CH3:34])[O:28]1.C([O-])(=O)C.[K+]. The catalyst is C1C=CC(P(C2C=CC=CC=2)[C-]2C=CC=C2)=CC=1.C1C=CC(P(C2C=CC=CC=2)[C-]2C=CC=C2)=CC=1.Cl[Pd]Cl.[Fe+2].O1CCOCC1. The product is [C:13]1([N:12]([C:19]2[CH:24]=[CH:23][CH:22]=[CH:21][CH:20]=2)[C:11]2[CH:25]=[CH:26][C:8]([C:5]3[CH:4]=[CH:3][C:2]([B:27]4[O:31][C:30]([CH3:33])([CH3:32])[C:29]([CH3:35])([CH3:34])[O:28]4)=[CH:7][N:6]=3)=[CH:9][CH:10]=2)[CH:18]=[CH:17][CH:16]=[CH:15][CH:14]=1. The yield is 0.950. (2) The reactants are [CH3:1][CH:2]([C:6]1[CH:7]=[C:8]([CH:14]=[CH:15][C:16]=1[OH:17])[C:9]([O:11]CC)=[O:10])[C:3]([CH3:5])=[CH2:4].[OH-].[K+]. The catalyst is CO.O. The product is [CH3:1][CH:2]([C:6]1[CH:7]=[C:8]([CH:14]=[CH:15][C:16]=1[OH:17])[C:9]([OH:11])=[O:10])[C:3]([CH3:5])=[CH2:4]. The yield is 0.510. (3) The reactants are COCCOC.Br[C:8]1[C:9]([C:14]([O:16][CH2:17][CH3:18])=[O:15])=[N:10][CH:11]=[CH:12][CH:13]=1.[C:19]([O:23][C:24]([NH:26][CH2:27][C:28]1[CH:33]=[CH:32][CH:31]=[CH:30][C:29]=1B(O)O)=[O:25])([CH3:22])([CH3:21])[CH3:20].C(=O)([O-])[O-].[Na+].[Na+]. The catalyst is ClCCl.C1C=CC([P]([Pd]([P](C2C=CC=CC=2)(C2C=CC=CC=2)C2C=CC=CC=2)([P](C2C=CC=CC=2)(C2C=CC=CC=2)C2C=CC=CC=2)[P](C2C=CC=CC=2)(C2C=CC=CC=2)C2C=CC=CC=2)(C2C=CC=CC=2)C2C=CC=CC=2)=CC=1. The product is [C:19]([O:23][C:24]([NH:26][CH2:27][C:28]1[CH:33]=[CH:32][CH:31]=[CH:30][C:29]=1[C:8]1[C:9]([C:14]([O:16][CH2:17][CH3:18])=[O:15])=[N:10][CH:11]=[CH:12][CH:13]=1)=[O:25])([CH3:22])([CH3:20])[CH3:21]. The yield is 0.660. (4) The product is [CH2:25]([N:32]1[CH2:33][CH2:4][C@:2]([CH3:18])([C:1]([N:6]2[C@H:10]([C:11]3[CH:12]=[CH:13][CH:14]=[CH:15][CH:16]=3)[CH2:9][O:8][C:7]2=[O:17])=[O:5])[CH2:3]1)[C:26]1[CH:31]=[CH:30][CH:29]=[CH:28][CH:27]=1. The catalyst is C1(C)C=CC=CC=1. The yield is 0.680. The reactants are [C:1]([N:6]1[C@H:10]([C:11]2[CH:16]=[CH:15][CH:14]=[CH:13][CH:12]=2)[CH2:9][O:8][C:7]1=[O:17])(=[O:5])[C:2]([CH3:4])=[CH2:3].[C:18](O)(C(F)(F)F)=O.[CH2:25]([N:32](C[Si](C)(C)C)[CH2:33]OC)[C:26]1[CH:31]=[CH:30][CH:29]=[CH:28][CH:27]=1. (5) The reactants are C([O:5][C:6](=[O:68])[CH2:7][CH2:8][CH2:9][CH2:10][CH2:11][CH2:12][CH2:13][CH2:14][CH2:15][CH2:16][CH2:17][CH2:18][CH2:19][CH2:20][CH2:21][CH2:22][CH2:23][CH2:24][C:25](=[O:67])[NH:26][C@H:27]([C:60]([O:62]C(C)(C)C)=[O:61])[CH2:28][CH2:29][C:30](=[O:59])[NH:31][CH2:32][CH2:33][O:34][CH2:35][CH2:36][O:37][CH2:38][C:39](=[O:58])[NH:40][CH2:41][CH2:42][O:43][CH2:44][CH2:45][O:46][CH2:47][C:48]([O:50][N:51]1[C:55](=[O:56])[CH2:54][CH2:53][C:52]1=[O:57])=[O:49])(C)(C)C. The catalyst is C(O)(C(F)(F)F)=O. The product is [C:60]([C@@H:27]([NH:26][C:25]([CH2:24][CH2:23][CH2:22][CH2:21][CH2:20][CH2:19][CH2:18][CH2:17][CH2:16][CH2:15][CH2:14][CH2:13][CH2:12][CH2:11][CH2:10][CH2:9][CH2:8][CH2:7][C:6]([OH:68])=[O:5])=[O:67])[CH2:28][CH2:29][C:30](=[O:59])[NH:31][CH2:32][CH2:33][O:34][CH2:35][CH2:36][O:37][CH2:38][C:39](=[O:58])[NH:40][CH2:41][CH2:42][O:43][CH2:44][CH2:45][O:46][CH2:47][C:48]([O:50][N:51]1[C:55](=[O:56])[CH2:54][CH2:53][C:52]1=[O:57])=[O:49])([OH:62])=[O:61]. The yield is 0.800.